This data is from Reaction yield outcomes from USPTO patents with 853,638 reactions. The task is: Predict the reaction yield, written as a fraction of the theoretical maximum amount of product (1.0 means a 100% yield; for example, 0.34 means a 34% yield). (1) The reactants are Cl[CH2:2][CH2:3][CH2:4][CH2:5][N:6]1[C:10]2[CH:11]=[CH:12][CH:13]=[CH:14][C:9]=2[N:8]=[N:7]1.[F:15][C:16]1[CH:30]=[CH:29][C:19]2[C:20]([N:23]3[CH2:28][CH2:27][NH:26][CH2:25][CH2:24]3)=[N:21][O:22][C:18]=2[CH:17]=1.C(N(C(C)C)CC)(C)C.[I-].[K+]. The catalyst is C(#N)C. The product is [F:15][C:16]1[CH:30]=[CH:29][C:19]2[C:20]([N:23]3[CH2:28][CH2:27][N:26]([CH2:2][CH2:3][CH2:4][CH2:5][N:6]4[C:10]5[CH:11]=[CH:12][CH:13]=[CH:14][C:9]=5[N:8]=[N:7]4)[CH2:25][CH2:24]3)=[N:21][O:22][C:18]=2[CH:17]=1. The yield is 0.700. (2) The reactants are [Cl-].O[NH3+:3].[C:4](=[O:7])([O-])[OH:5].[Na+].CS(C)=O.[CH3:13][C:14]1[N:46]=[C:17]2[N:18]([CH2:41][C:42]3([CH3:45])[CH2:44][CH2:43]3)[C:19](=[O:40])[C:20]([CH2:25][C:26]3[CH:31]=[CH:30][C:29]([C:32]4[C:33]([C:38]#[N:39])=[CH:34][CH:35]=[CH:36][CH:37]=4)=[CH:28][CH:27]=3)=[C:21]([CH2:22][CH2:23][CH3:24])[N:16]2[N:15]=1. The catalyst is C(OCC)(=O)C. The product is [CH3:13][C:14]1[N:46]=[C:17]2[N:18]([CH2:41][C:42]3([CH3:45])[CH2:44][CH2:43]3)[C:19](=[O:40])[C:20]([CH2:25][C:26]3[CH:31]=[CH:30][C:29]([C:32]4[CH:37]=[CH:36][CH:35]=[CH:34][C:33]=4[C:38]4[NH:3][C:4](=[O:7])[O:5][N:39]=4)=[CH:28][CH:27]=3)=[C:21]([CH2:22][CH2:23][CH3:24])[N:16]2[N:15]=1. The yield is 0.400. (3) The reactants are [N:1]1[CH:6]=[CH:5][C:4]([NH2:7])=[CH:3][N:2]=1.[NH2:8][C:9]1C=C(C)[N:12]=[C:11]([CH3:16])[C:10]=1[Br:17]. No catalyst specified. The product is [NH2:7][C:4]1[CH:5]=[CH:6][N:1]=[N:2][C:3]=1[Br:17].[NH2:16][C:11]1[C:10]([Br:17])=[CH:9][N:8]=[N:1][CH:12]=1. The yield is 0.150. (4) The reactants are [F:1][C:2]1[CH:7]=[C:6]([F:8])[CH:5]=[CH:4][C:3]=1[OH:9].[CH2:10](Br)[C:11]1[CH:16]=[CH:15][CH:14]=[CH:13][CH:12]=1.C(=O)([O-])[O-].[K+].[K+].O. The catalyst is CN(C)C=O. The product is [CH2:10]([O:9][C:3]1[CH:4]=[CH:5][C:6]([F:8])=[CH:7][C:2]=1[F:1])[C:11]1[CH:16]=[CH:15][CH:14]=[CH:13][CH:12]=1. The yield is 0.250. (5) The reactants are [CH:1]1([N:5]2[C:13]3[C:8](=[CH:9][CH:10]=[C:11]([O:14]C)[CH:12]=3)[C:7]([C:16]#[N:17])=[CH:6]2)[CH2:4][CH2:3][CH2:2]1.B(Br)(Br)Br.[OH-].[Na+]. The catalyst is C(Cl)Cl. The product is [CH:1]1([N:5]2[C:13]3[C:8](=[CH:9][CH:10]=[C:11]([OH:14])[CH:12]=3)[C:7]([C:16]#[N:17])=[CH:6]2)[CH2:2][CH2:3][CH2:4]1. The yield is 0.960. (6) The reactants are [O:1]=[C:2]1[CH2:6][CH2:5][C@H:4]([CH2:7][C@H:8]([C:12]2[CH:17]=[CH:16][CH:15]=[C:14]([C:18]([F:21])([F:20])[F:19])[CH:13]=2)[C:9]([OH:11])=O)[CH2:3]1.C(Cl)(=O)C(Cl)=O.[C:28]([Si:32]([CH3:43])([CH3:42])[O:33][CH2:34][CH2:35][N:36]1[CH:40]=[CH:39][C:38]([NH2:41])=[N:37]1)([CH3:31])([CH3:30])[CH3:29].N1C(C)=CC=CC=1C. The catalyst is C(Cl)Cl. The product is [C:28]([Si:32]([CH3:43])([CH3:42])[O:33][CH2:34][CH2:35][N:36]1[CH:40]=[CH:39][C:38]([NH:41][C:9](=[O:11])[C@@H:8]([C:12]2[CH:17]=[CH:16][CH:15]=[C:14]([C:18]([F:21])([F:20])[F:19])[CH:13]=2)[CH2:7][C@H:4]2[CH2:5][CH2:6][C:2](=[O:1])[CH2:3]2)=[N:37]1)([CH3:31])([CH3:30])[CH3:29]. The yield is 0.570. (7) The reactants are [Cl:1][C:2]1[CH:3]=[C:4]2[C:10]([C:11]3[N:16]=[C:15]([NH:17][C@H:18]4[CH2:22][CH2:21][N:20](C(OC(C)(C)C)=O)[CH2:19]4)[C:14]([F:30])=[CH:13][N:12]=3)=[CH:9][N:8]([S:31]([C:34]3[CH:39]=[CH:38][C:37]([CH3:40])=[CH:36][CH:35]=3)(=[O:33])=[O:32])[C:5]2=[N:6][CH:7]=1.Cl. The catalyst is C1COCC1. The product is [Cl:1][C:2]1[CH:3]=[C:4]2[C:10]([C:11]3[N:16]=[C:15]([NH:17][C@H:18]4[CH2:22][CH2:21][NH:20][CH2:19]4)[C:14]([F:30])=[CH:13][N:12]=3)=[CH:9][N:8]([S:31]([C:34]3[CH:39]=[CH:38][C:37]([CH3:40])=[CH:36][CH:35]=3)(=[O:33])=[O:32])[C:5]2=[N:6][CH:7]=1. The yield is 0.880. (8) The reactants are [CH3:1][C:2]1[O:6][N:5]=[C:4]([C:7]2[CH:12]=[CH:11][CH:10]=[CH:9][CH:8]=2)[C:3]=1[CH2:13][OH:14].[H-].[Na+].[Cl:17][C:18]1[N:19]=[N:20][C:21](Cl)=[CH:22][CH:23]=1. The catalyst is C1COCC1. The product is [Cl:17][C:18]1[N:19]=[N:20][C:21]([O:14][CH2:13][C:3]2[C:4]([C:7]3[CH:12]=[CH:11][CH:10]=[CH:9][CH:8]=3)=[N:5][O:6][C:2]=2[CH3:1])=[CH:22][CH:23]=1. The yield is 0.830. (9) The reactants are C([O:3][C:4]([C:6]1[CH:7]=[C:8](B(O)O)[CH:9]=[CH:10][CH:11]=1)=[O:5])C.Br[C:16]1[C:17]([Cl:36])=[C:18]([C:32]([Cl:35])=[CH:33][CH:34]=1)[CH2:19][CH:20]1[CH2:24][CH2:23][N:22]([CH:25]2[CH2:30][CH2:29][CH2:28][CH2:27][CH2:26]2)[C:21]1=[O:31].COCCOC.C(=O)([O-])[O-].[Na+].[Na+]. The catalyst is C1C=CC([P]([Pd]([P](C2C=CC=CC=2)(C2C=CC=CC=2)C2C=CC=CC=2)([P](C2C=CC=CC=2)(C2C=CC=CC=2)C2C=CC=CC=2)[P](C2C=CC=CC=2)(C2C=CC=CC=2)C2C=CC=CC=2)(C2C=CC=CC=2)C2C=CC=CC=2)=CC=1.C(Cl)Cl. The product is [Cl:35][C:32]1[C:18]([CH2:19][CH:20]2[CH2:24][CH2:23][N:22]([CH:25]3[CH2:30][CH2:29][CH2:28][CH2:27][CH2:26]3)[C:21]2=[O:31])=[C:17]([Cl:36])[CH:16]=[CH:34][C:33]=1[C:8]1[CH:9]=[CH:10][CH:11]=[C:6]([C:4]([OH:3])=[O:5])[CH:7]=1. The yield is 0.940. (10) The reactants are [F:1][C:2]1[CH:3]=[C:4]2[C:8](=[CH:9][CH:10]=1)[N:7]([C:11]1[CH:16]=[C:15](I)[CH:14]=[CH:13][N:12]=1)[N:6]=[C:5]2[C:18]([NH2:20])=[O:19].[C:21]([C@:23]1([OH:30])[CH2:27][CH2:26][N:25]([CH3:28])[C:24]1=[O:29])#[CH:22]. No catalyst specified. The product is [F:1][C:2]1[CH:3]=[C:4]2[C:8](=[CH:9][CH:10]=1)[N:7]([C:11]1[CH:16]=[C:15]([C:22]#[C:21][C@:23]3([OH:30])[CH2:27][CH2:26][N:25]([CH3:28])[C:24]3=[O:29])[CH:14]=[CH:13][N:12]=1)[N:6]=[C:5]2[C:18]([NH2:20])=[O:19]. The yield is 0.370.